From a dataset of CYP3A4 inhibition data for predicting drug metabolism from PubChem BioAssay. Regression/Classification. Given a drug SMILES string, predict its absorption, distribution, metabolism, or excretion properties. Task type varies by dataset: regression for continuous measurements (e.g., permeability, clearance, half-life) or binary classification for categorical outcomes (e.g., BBB penetration, CYP inhibition). Dataset: cyp3a4_veith. (1) The molecule is O=C(/C=C/c1ccco1)NC(=S)Nc1ccc(N2CCOCC2)c(Cl)c1. The result is 0 (non-inhibitor). (2) The compound is CC(C)(C)NC(=O)C(Cc1ccccc1)NS(=O)(=O)c1ccc2c(c1)CCC(=O)N2. The result is 1 (inhibitor). (3) The drug is CC(C)(C)NS(=O)(=O)c1ccc(NC(=O)c2cc(-c3ccccc3)nc3ccccc23)cc1. The result is 0 (non-inhibitor). (4) The drug is O=C1C2C3C=CC(C3)C2C(=O)N1/N=C/c1cn(Cc2ccccc2)c2ccccc12. The result is 0 (non-inhibitor). (5) The drug is CN(C)C=Nc1ccc2nn(-c3ccccc3)nc2c1. The result is 0 (non-inhibitor). (6) The compound is CCn1ccnc1C[C@@H]1COc2ccccc2O1. The result is 0 (non-inhibitor).